The task is: Predict the reactants needed to synthesize the given product.. This data is from Full USPTO retrosynthesis dataset with 1.9M reactions from patents (1976-2016). (1) Given the product [CH2:1]([N:8]1[CH2:12][C@@H:11]([NH:13][CH2:14][C:15]2[CH:20]=[CH:19][C:18]([F:21])=[CH:17][C:16]=2[F:22])[CH2:10][C@H:9]1[C:30]([N:39]1[CH2:40][CH2:41][N:36]([CH:33]([CH3:35])[CH3:34])[CH2:37][CH2:38]1)=[O:31])[C:2]1[CH:7]=[CH:6][CH:5]=[CH:4][CH:3]=1, predict the reactants needed to synthesize it. The reactants are: [CH2:1]([N:8]1[CH2:12][CH:11]([N:13](C(OC(C)(C)C)=O)[CH2:14][C:15]2[CH:20]=[CH:19][C:18]([F:21])=[CH:17][C:16]=2[F:22])[CH2:10][CH:9]1[C:30](O)=[O:31])[C:2]1[CH:7]=[CH:6][CH:5]=[CH:4][CH:3]=1.[CH:33]([N:36]1[CH2:41][CH2:40][NH:39][CH2:38][CH2:37]1)([CH3:35])[CH3:34]. (2) Given the product [F:29][C:30]1[CH:31]=[C:32]([C@@H:37]2[CH2:39][C@H:38]2[NH:40][C:2]2[C:3]3[N:14]=[N:13][N:12]([C@H:15]4[C@@H:19]5[O:20][C:21]([CH3:24])([CH3:23])[O:22][C@@H:18]5[C@@H:17]([O:25][CH2:26][CH2:27][OH:28])[CH2:16]4)[C:4]=3[N:5]=[C:6]([S:8][CH2:9][CH2:10][CH3:11])[N:7]=2)[CH:33]=[CH:34][C:35]=1[F:36], predict the reactants needed to synthesize it. The reactants are: Cl[C:2]1[C:3]2[N:14]=[N:13][N:12]([C@H:15]3[C@@H:19]4[O:20][C:21]([CH3:24])([CH3:23])[O:22][C@@H:18]4[C@@H:17]([O:25][CH2:26][CH2:27][OH:28])[CH2:16]3)[C:4]=2[N:5]=[C:6]([S:8][CH2:9][CH2:10][CH3:11])[N:7]=1.[F:29][C:30]1[CH:31]=[C:32]([C@@H:37]2[CH2:39][C@H:38]2[NH2:40])[CH:33]=[CH:34][C:35]=1[F:36].C(N(CC)C(C)C)(C)C.O. (3) Given the product [CH2:8]([O:9][C:10](=[O:24])[C@H:11]([CH3:23])[NH:12][C:13]1[CH:18]=[CH:17][C:16]2[O:19][CH2:20][CH2:21][O:22][C:15]=2[CH:14]=1)[CH:2]([CH3:3])[CH3:1], predict the reactants needed to synthesize it. The reactants are: [CH3:1][CH2:2][C:3](=O)C([O-])=O.[CH3:8][O:9][C:10](=[O:24])[C@H:11]([CH3:23])[NH:12][C:13]1[CH:18]=[CH:17][C:16]2[O:19][CH2:20][CH2:21][O:22][C:15]=2[CH:14]=1. (4) Given the product [Cl:1][C:2]1[CH:7]=[C:6]([O:8][C:9]2[CH:10]=[N:11][C:12]([CH3:15])=[CH:13][CH:14]=2)[CH:5]=[CH:4][N:3]=1, predict the reactants needed to synthesize it. The reactants are: [Cl:1][C:2]1[CH:7]=[C:6]([O:8][C:9]2[C:10](C)=[N:11][C:12]([CH3:15])=[CH:13][CH:14]=2)[CH:5]=[CH:4][N:3]=1.ClC1C=C(Cl)C=CN=1.CC1N=CC(O)=CC=1. (5) Given the product [CH2:6]([O:8][CH:9]([O:5][CH2:1][CH2:2][C:3]#[CH:4])[CH3:10])[CH3:7], predict the reactants needed to synthesize it. The reactants are: [CH2:1]([OH:5])[CH2:2][C:3]#[CH:4].[CH:6]([O:8][CH2:9][CH3:10])=[CH2:7].C1(C)C=CC(S([O-])(=O)=O)=CC=1.[NH+]1C=CC=CC=1. (6) Given the product [CH3:1][C:2]1[CH:7]=[CH:6][C:5]([S:19][C:20]2[CH:21]=[CH:22][C:23]([NH:26][C:27](=[O:29])[CH3:28])=[CH:24][CH:25]=2)=[C:4]([N+:16]([O-:18])=[O:17])[CH:3]=1, predict the reactants needed to synthesize it. The reactants are: [CH3:1][C:2]1[CH:7]=[CH:6][C:5](OS(C(F)(F)F)(=O)=O)=[C:4]([N+:16]([O-:18])=[O:17])[CH:3]=1.[SH:19][C:20]1[CH:25]=[CH:24][C:23]([NH:26][C:27](=[O:29])[CH3:28])=[CH:22][CH:21]=1. (7) Given the product [Cl:1][C:2]1[CH:3]=[C:4]([CH:21]=[CH:22][C:23]=1[Cl:24])[CH2:5][N:6]([CH3:20])[C:7]([C:9]1[CH2:13][N:12]([CH2:14][C:15]([N:25]2[CH2:30][CH2:29][O:28][CH2:27][CH2:26]2)=[O:17])[C:11](=[O:18])[C:10]=1[OH:19])=[O:8], predict the reactants needed to synthesize it. The reactants are: [Cl:1][C:2]1[CH:3]=[C:4]([CH:21]=[CH:22][C:23]=1[Cl:24])[CH2:5][N:6]([CH3:20])[C:7]([C:9]1[CH2:13][N:12]([CH2:14][C:15]([OH:17])=O)[C:11](=[O:18])[C:10]=1[OH:19])=[O:8].[NH:25]1[CH2:30][CH2:29][O:28][CH2:27][CH2:26]1. (8) Given the product [Cl:1][C:2]1[CH:3]=[CH:4][C:5]([O:10][CH2:11][C:12]2[CH:17]=[CH:16][C:15]([F:18])=[CH:14][C:13]=2[F:19])=[C:6]([CH:9]=1)[CH:7]=[N:20][OH:21], predict the reactants needed to synthesize it. The reactants are: [Cl:1][C:2]1[CH:3]=[CH:4][C:5]([O:10][CH2:11][C:12]2[CH:17]=[CH:16][C:15]([F:18])=[CH:14][C:13]=2[F:19])=[C:6]([CH:9]=1)[CH:7]=O.[NH2:20][OH:21].Cl. (9) Given the product [C:1]([CH:5]1[CH2:10][CH2:9][C:8]([C:11]2[C:12]([NH2:21])=[CH:13][C:14]3[S:18][C:17]([CH3:19])=[N:16][C:15]=3[CH:20]=2)=[CH:7][CH2:6]1)([CH3:4])([CH3:2])[CH3:3], predict the reactants needed to synthesize it. The reactants are: [C:1]([CH:5]1[CH2:10][CH2:9][C:8]([C:11]2[C:12]([N+:21]([O-])=O)=[CH:13][C:14]3[S:18][C:17]([CH3:19])=[N:16][C:15]=3[CH:20]=2)=[CH:7][CH2:6]1)([CH3:4])([CH3:3])[CH3:2].